This data is from Full USPTO retrosynthesis dataset with 1.9M reactions from patents (1976-2016). The task is: Predict the reactants needed to synthesize the given product. Given the product [Cl:23][C:24]1[CH:25]=[CH:26][C:27]([CH:30]=[CH:31][CH2:32][NH:33][C:13](=[O:14])[CH:12]=[CH:11][CH:10]=[CH:9][C:3]2[CH:4]=[CH:5][C:6]([Cl:8])=[CH:7][C:2]=2[Cl:1])=[CH:28][CH:29]=1, predict the reactants needed to synthesize it. The reactants are: [Cl:1][C:2]1[CH:7]=[C:6]([Cl:8])[CH:5]=[CH:4][C:3]=1[CH:9]=[CH:10][CH:11]=[CH:12][C:13](Cl)=[O:14].CCN(CC)CC.[Cl:23][C:24]1[CH:29]=[CH:28][C:27]([CH:30]=[CH:31][CH2:32][NH2:33])=[CH:26][CH:25]=1.CO.